Predict the product of the given reaction. From a dataset of Forward reaction prediction with 1.9M reactions from USPTO patents (1976-2016). (1) Given the reactants C(OC([NH:8][C@H:9]([CH2:29][C:30]1[CH:35]=[CH:34][C:33]([Cl:36])=[CH:32][CH:31]=1)[C:10]([N:12]1[CH2:17][CH2:16][N:15]([C:18]2[CH:23]=[CH:22][CH:21]=[CH:20][C:19]=2[C:24]([N:26]([CH3:28])[CH3:27])=[O:25])[CH2:14][CH2:13]1)=[O:11])=O)(C)(C)C.Cl, predict the reaction product. The product is: [ClH:36].[NH2:8][C@H:9]([CH2:29][C:30]1[CH:35]=[CH:34][C:33]([Cl:36])=[CH:32][CH:31]=1)[C:10]([N:12]1[CH2:13][CH2:14][N:15]([C:18]2[CH:23]=[CH:22][CH:21]=[CH:20][C:19]=2[C:24]([N:26]([CH3:28])[CH3:27])=[O:25])[CH2:16][CH2:17]1)=[O:11]. (2) The product is: [OH:12][CH:9]1[CH2:8][CH2:7][C:6]2([C:4](=[O:5])[N:24]([C:23]3[CH:25]=[CH:26][C:20]([CH:17]([CH3:19])[CH3:18])=[CH:21][CH:22]=3)[CH2:14][CH2:13]2)[CH2:11][CH2:10]1. Given the reactants C(O[C:4]([C:6]1([CH2:13][CH2:14]OC)[CH2:11][CH2:10][CH:9]([OH:12])[CH2:8][CH2:7]1)=[O:5])C.[CH:17]([C:20]1[CH:26]=[CH:25][C:23]([NH2:24])=[CH:22][CH:21]=1)([CH3:19])[CH3:18], predict the reaction product. (3) The product is: [F:1][C:2]1[CH:7]=[C:6]([F:8])[CH:5]=[CH:4][C:3]=1[C:9]1[CH:10]=[C:11]([C:12]([F:15])([F:14])[F:13])[N:20]2[N:21]=[CH:22][C:23]([C:24]#[N:25])=[C:19]2[N:18]=1. Given the reactants [F:1][C:2]1[CH:7]=[C:6]([F:8])[CH:5]=[CH:4][C:3]=1[C:9](=O)[CH2:10][C:11](=O)[C:12]([F:15])([F:14])[F:13].[NH2:18][C:19]1[C:23]([C:24]#[N:25])=[CH:22][NH:21][N:20]=1, predict the reaction product. (4) Given the reactants C[Si](C)(C)CCOCOCC1N=C(C2OC(C(O)(C)C)=NN=2)SC=1.C[Si](C)(C)CCOC[O:31][CH2:32][C:33]1[N:34]=[C:35]([C:38]2[N:42]=[C:41]([C:43]([OH:46])([CH3:45])[CH3:44])[O:40][N:39]=2)[S:36][CH:37]=1, predict the reaction product. The product is: [OH:31][CH2:32][C:33]1[N:34]=[C:35]([C:38]2[N:42]=[C:41]([C:43]([OH:46])([CH3:44])[CH3:45])[O:40][N:39]=2)[S:36][CH:37]=1.